Predict the reaction yield, written as a fraction of the theoretical maximum amount of product (1.0 means a 100% yield; for example, 0.34 means a 34% yield). From a dataset of Reaction yield outcomes from USPTO patents with 853,638 reactions. (1) The reactants are [Br:1][C:2]1[CH:3]=[N:4][N:5]([CH3:16])[C:6]=1[C:7]1[CH:8]=[C:9]([C:13]([OH:15])=O)[S:10][C:11]=1[Cl:12].CCN(C(C)C)C(C)C.[NH2:26][C@@H:27]([CH2:40][CH:41]1[CH2:46][CH2:45][CH2:44][CH2:43][CH2:42]1)[CH2:28][N:29]1[C:37](=[O:38])[C:36]2[C:31](=[CH:32][CH:33]=[CH:34][CH:35]=2)[C:30]1=[O:39].F[P-](F)(F)(F)(F)F.Br[P+](N1CCCC1)(N1CCCC1)N1CCCC1. The yield is 0.316. The product is [Br:1][C:2]1[CH:3]=[N:4][N:5]([CH3:16])[C:6]=1[C:7]1[CH:8]=[C:9]([C:13]([NH:26][C@H:27]([CH2:28][N:29]2[C:37](=[O:38])[C:36]3[C:31](=[CH:32][CH:33]=[CH:34][CH:35]=3)[C:30]2=[O:39])[CH2:40][CH:41]2[CH2:46][CH2:45][CH2:44][CH2:43][CH2:42]2)=[O:15])[S:10][C:11]=1[Cl:12]. The catalyst is C(Cl)Cl. (2) The reactants are F[C:2]1[N:7]=[C:6]([C:8]2[C:16]3[C:11](=[CH:12][N:13]=[C:14]([C:17]4[CH:18]=[N:19][N:20]([CH3:22])[CH:21]=4)[CH:15]=3)[N:10](C3CCCCO3)[N:9]=2)[CH:5]=[CH:4][CH:3]=1.[NH2:29][CH2:30][C:31]([CH3:34])([OH:33])[CH3:32]. No catalyst specified. The product is [CH3:32][C:31]([OH:33])([CH3:34])[CH2:30][NH:29][C:2]1[CH:3]=[CH:4][CH:5]=[C:6]([C:8]2[C:16]3[C:11](=[CH:12][N:13]=[C:14]([C:17]4[CH:18]=[N:19][N:20]([CH3:22])[CH:21]=4)[CH:15]=3)[NH:10][N:9]=2)[N:7]=1. The yield is 0.870. (3) The reactants are [NH2:1][C:2]1[CH:3]=[CH:4][C:5]([CH:8]([CH2:13][CH:14]2[CH2:16][CH2:15]2)[C:9]([O:11][CH3:12])=[O:10])=[N:6][CH:7]=1.[CH3:17][C:18]([CH3:20])=O.C(Cl)CCl.C(O[BH-](OC(=O)C)OC(=O)C)(=O)C.[Na+]. The catalyst is C([O-])([O-])=O.[Na+].[Na+].CN(C=O)C. The product is [CH:14]1([CH2:13][CH:8]([C:5]2[CH:4]=[CH:3][C:2]([NH:1][CH:18]([CH3:20])[CH3:17])=[CH:7][N:6]=2)[C:9]([O:11][CH3:12])=[O:10])[CH2:15][CH2:16]1. The yield is 0.840. (4) The reactants are Br[C:2]1[N:3]=[C:4]([C:9]2[O:10][C:11]([C:14]3[CH:19]=[CH:18][CH:17]=[CH:16][CH:15]=3)=[N:12][N:13]=2)[C:5]([NH2:8])=[N:6][CH:7]=1.[C:20]([NH:23][C:24]1[CH:29]=[CH:28][CH:27]=[CH:26][C:25]=1B(O)O)(=[O:22])[CH3:21].C([O-])([O-])=O.[Na+].[Na+].O1CCOCC1. The catalyst is C1C=CC([P]([Pd]([P](C2C=CC=CC=2)(C2C=CC=CC=2)C2C=CC=CC=2)([P](C2C=CC=CC=2)(C2C=CC=CC=2)C2C=CC=CC=2)[P](C2C=CC=CC=2)(C2C=CC=CC=2)C2C=CC=CC=2)(C2C=CC=CC=2)C2C=CC=CC=2)=CC=1.CO. The product is [NH2:8][C:5]1[N:6]=[CH:7][C:2]([C:25]2[CH:26]=[CH:27][CH:28]=[CH:29][C:24]=2[NH:23][C:20](=[O:22])[CH3:21])=[N:3][C:4]=1[C:9]1[O:10][C:11]([C:14]2[CH:19]=[CH:18][CH:17]=[CH:16][CH:15]=2)=[N:12][N:13]=1. The yield is 0.280. (5) The reactants are [OH:1][CH2:2][CH2:3][C:4]1[CH:9]=[CH:8][C:7]([OH:10])=[CH:6][CH:5]=1.Br[CH2:12][C:13]1[CH:22]=[CH:21][CH:20]=[CH:19][C:14]=1[C:15]([O:17][CH3:18])=[O:16].C(=O)([O-])[O-].[K+].[K+].C(O)C(N)(CO)CO. The catalyst is C(#N)C. The product is [OH:1][CH2:2][CH2:3][C:4]1[CH:9]=[CH:8][C:7]([O:10][CH2:12][C:13]2[CH:22]=[CH:21][CH:20]=[CH:19][C:14]=2[C:15]([O:17][CH3:18])=[O:16])=[CH:6][CH:5]=1. The yield is 0.900. (6) The catalyst is C1COCC1. The product is [C:1]([N:8]1[CH2:16][CH2:15][CH:11]([CH2:12][OH:13])[CH2:10][CH2:9]1)([O:3][C:4]([CH3:7])([CH3:6])[CH3:5])=[O:2]. The yield is 0.850. The reactants are [C:1]([N:8]1[CH2:16][CH2:15][CH:11]([C:12](O)=[O:13])[CH2:10][CH2:9]1)([O:3][C:4]([CH3:7])([CH3:6])[CH3:5])=[O:2].B.C1COCC1.